Dataset: Catalyst prediction with 721,799 reactions and 888 catalyst types from USPTO. Task: Predict which catalyst facilitates the given reaction. (1) Reactant: F[C:2]1[CH:7]=[CH:6][C:5]([C:8]2[O:9][C:10]([C:13]3[C:14]([C:19]4[CH:24]=[CH:23][CH:22]=[CH:21][CH:20]=4)=[N:15][O:16][C:17]=3[CH3:18])=[N:11][N:12]=2)=[C:4]([O:25][CH3:26])[CH:3]=1.[NH:27]1[CH2:32][CH2:31][S:30][CH2:29][CH2:28]1. Product: [CH3:26][O:25][C:4]1[CH:3]=[C:2]([N:27]2[CH2:32][CH2:31][S:30][CH2:29][CH2:28]2)[CH:7]=[CH:6][C:5]=1[C:8]1[O:9][C:10]([C:13]2[C:14]([C:19]3[CH:24]=[CH:23][CH:22]=[CH:21][CH:20]=3)=[N:15][O:16][C:17]=2[CH3:18])=[N:11][N:12]=1. The catalyst class is: 16. (2) Reactant: [CH3:1][C:2]1[CH:7]=[C:6]([CH3:8])[NH:5][C:4](=[O:9])[C:3]=1[C:10]#[N:11].[Br:12]Br. Product: [Br:12][C:7]1[C:2]([CH3:1])=[C:3]([C:10]#[N:11])[C:4](=[O:9])[NH:5][C:6]=1[CH3:8]. The catalyst class is: 52. (3) Reactant: C(OC([N:8]1[C:16]2[C:11](=[CH:12][C:13]([N:17](C(OC(C)(C)C)=O)[C:18]3[CH:23]=[CH:22][N:21]=[C:20]([C:24]4[CH:29]=[CH:28][CH:27]=[C:26]([CH2:30][CH2:31][C:32]([NH:34][CH:35]5[CH2:37][CH2:36]5)=[O:33])[CH:25]=4)[N:19]=3)=[CH:14][CH:15]=2)[CH:10]=[N:9]1)=O)(C)(C)C.Cl. Product: [NH:8]1[C:16]2[C:11](=[CH:12][C:13]([NH:17][C:18]3[CH:23]=[CH:22][N:21]=[C:20]([C:24]4[CH:25]=[C:26]([CH2:30][CH2:31][C:32]([NH:34][CH:35]5[CH2:37][CH2:36]5)=[O:33])[CH:27]=[CH:28][CH:29]=4)[N:19]=3)=[CH:14][CH:15]=2)[CH:10]=[N:9]1. The catalyst class is: 27. (4) The catalyst class is: 6. Product: [CH2:17]([O:24][C:25]1[CH:26]=[CH:27][C:28]2[NH:33][C:6](=[O:7])[C:2]([CH3:9])([CH3:1])[C:3](=[O:4])[N:31]([CH3:32])[C:29]=2[CH:30]=1)[C:18]1[CH:19]=[CH:20][CH:21]=[CH:22][CH:23]=1. Reactant: [CH3:1][C:2]([CH3:9])([C:6](Cl)=[O:7])[C:3](Cl)=[O:4].CN(C)C(=O)C.Cl.[CH2:17]([O:24][C:25]1[CH:30]=[C:29]([NH:31][CH3:32])[C:28]([NH2:33])=[CH:27][CH:26]=1)[C:18]1[CH:23]=[CH:22][CH:21]=[CH:20][CH:19]=1.